This data is from NCI-60 drug combinations with 297,098 pairs across 59 cell lines. The task is: Regression. Given two drug SMILES strings and cell line genomic features, predict the synergy score measuring deviation from expected non-interaction effect. (1) Drug 1: CC1=C2C(C(=O)C3(C(CC4C(C3C(C(C2(C)C)(CC1OC(=O)C(C(C5=CC=CC=C5)NC(=O)OC(C)(C)C)O)O)OC(=O)C6=CC=CC=C6)(CO4)OC(=O)C)OC)C)OC. Drug 2: C1CN(CCN1C(=O)CCBr)C(=O)CCBr. Cell line: SF-295. Synergy scores: CSS=41.6, Synergy_ZIP=-3.67, Synergy_Bliss=-3.29, Synergy_Loewe=-7.08, Synergy_HSA=1.79. (2) Drug 1: CCC1(CC2CC(C3=C(CCN(C2)C1)C4=CC=CC=C4N3)(C5=C(C=C6C(=C5)C78CCN9C7C(C=CC9)(C(C(C8N6C)(C(=O)OC)O)OC(=O)C)CC)OC)C(=O)OC)O.OS(=O)(=O)O. Drug 2: C1=NC2=C(N=C(N=C2N1C3C(C(C(O3)CO)O)F)Cl)N. Cell line: PC-3. Synergy scores: CSS=1.81, Synergy_ZIP=-3.20, Synergy_Bliss=-1.98, Synergy_Loewe=-2.94, Synergy_HSA=-1.81. (3) Drug 1: CC12CCC3C(C1CCC2=O)CC(=C)C4=CC(=O)C=CC34C. Drug 2: C1CN(CCN1C(=O)CCBr)C(=O)CCBr. Cell line: SF-539. Synergy scores: CSS=55.2, Synergy_ZIP=-2.37, Synergy_Bliss=-0.485, Synergy_Loewe=-3.90, Synergy_HSA=-0.0256. (4) Drug 1: CN(C)C1=NC(=NC(=N1)N(C)C)N(C)C. Drug 2: B(C(CC(C)C)NC(=O)C(CC1=CC=CC=C1)NC(=O)C2=NC=CN=C2)(O)O. Cell line: SK-MEL-5. Synergy scores: CSS=-5.68, Synergy_ZIP=3.56, Synergy_Bliss=2.07, Synergy_Loewe=-4.32, Synergy_HSA=-4.35. (5) Drug 1: C1=CC(=C2C(=C1NCCNCCO)C(=O)C3=C(C=CC(=C3C2=O)O)O)NCCNCCO. Cell line: MOLT-4. Drug 2: C1=CC(=CC=C1CC(C(=O)O)N)N(CCCl)CCCl.Cl. Synergy scores: CSS=88.4, Synergy_ZIP=5.42, Synergy_Bliss=5.10, Synergy_Loewe=0.870, Synergy_HSA=6.86. (6) Drug 1: CCCS(=O)(=O)NC1=C(C(=C(C=C1)F)C(=O)C2=CNC3=C2C=C(C=N3)C4=CC=C(C=C4)Cl)F. Drug 2: C1=CC=C(C=C1)NC(=O)CCCCCCC(=O)NO. Cell line: TK-10. Synergy scores: CSS=18.5, Synergy_ZIP=-3.21, Synergy_Bliss=-0.518, Synergy_Loewe=-5.62, Synergy_HSA=0.555. (7) Drug 1: C1=C(C(=O)NC(=O)N1)F. Drug 2: CN1C(=O)N2C=NC(=C2N=N1)C(=O)N. Cell line: EKVX. Synergy scores: CSS=27.1, Synergy_ZIP=5.21, Synergy_Bliss=3.56, Synergy_Loewe=-3.00, Synergy_HSA=-0.396.